Dataset: Full USPTO retrosynthesis dataset with 1.9M reactions from patents (1976-2016). Task: Predict the reactants needed to synthesize the given product. (1) The reactants are: [Br:1][C:2]1[CH:10]=[C:9]2[C:5]([CH2:6][CH2:7][C:8]2=O)=[CH:4][CH:3]=1.[CH3:12][NH:13][CH3:14].C(O[BH-](OC(=O)C)OC(=O)C)(=O)C.[Na+]. Given the product [Br:1][C:2]1[CH:10]=[C:9]2[C:5]([CH2:6][CH2:7][CH:8]2[N:13]([CH3:14])[CH3:12])=[CH:4][CH:3]=1, predict the reactants needed to synthesize it. (2) Given the product [I:1][C:2]1[CH:3]=[C:4]2[N:31]=[CH:33][N:8]([CH:9]([C:11]3[CH:16]=[CH:15][C:14]([O:17][CH2:18][C:19]4[CH:20]=[N:21][C:22]([C:25]([F:27])([F:26])[F:28])=[CH:23][CH:24]=4)=[C:13]([O:29][CH3:30])[CH:12]=3)[CH3:10])[C:5]2=[N:6][CH:7]=1, predict the reactants needed to synthesize it. The reactants are: [I:1][C:2]1[CH:3]=[C:4]([NH2:31])[C:5]([NH:8][CH:9]([C:11]2[CH:16]=[CH:15][C:14]([O:17][CH2:18][C:19]3[CH:20]=[N:21][C:22]([C:25]([F:28])([F:27])[F:26])=[CH:23][CH:24]=3)=[C:13]([O:29][CH3:30])[CH:12]=2)[CH3:10])=[N:6][CH:7]=1.Cl[CH2:33]C1C=CC(C(F)(F)F)=NC=1.C(OCC)(OCC)OCC.O.C1(C)C=CC(S(O)(=O)=O)=CC=1. (3) Given the product [CH3:2][S:3]([C:6]1[CH:12]=[CH:11][C:9]([NH:10][C:17]([C:19]2[CH:24]=[CH:23][N:22]=[CH:21][CH:20]=2)=[NH:18])=[CH:8][CH:7]=1)(=[O:4])=[O:5], predict the reactants needed to synthesize it. The reactants are: Cl.[CH3:2][S:3]([C:6]1[CH:12]=[CH:11][C:9]([NH2:10])=[CH:8][CH:7]=1)(=[O:5])=[O:4].C[Al](C)C.[C:17]([C:19]1[CH:24]=[CH:23][N:22]=[CH:21][CH:20]=1)#[N:18]. (4) Given the product [F:13][CH:8]1[CH2:7][C:6]2[C:10](=[C:2]([CH3:1])[CH:3]=[CH:4][CH:5]=2)[C:9]1=[O:11], predict the reactants needed to synthesize it. The reactants are: [CH3:1][C:2]1[CH:3]=[CH:4][CH:5]=[C:6]2[C:10]=1[C:9](=[O:11])[CH2:8][CH2:7]2.[B-](F)(F)(F)[F:13].[B-](F)(F)(F)F.C1[N+]2(CCl)CC[N+](F)(CC2)C1. (5) Given the product [C:2]([O:6][C:7]([N:9]1[CH2:16][C@H:15]([S:17][CH:18]2[CH2:19][CH2:20][CH2:21][CH2:22]2)[CH2:14][C@H:10]1[C:11]([NH:67][C@H:66]([C:68]([O:70][CH2:71][CH3:72])=[O:69])[CH2:65][C:64]1[CH:73]=[CH:74][C:61]([NH:60][C:58](=[O:59])[C:57]2[C:75]([Cl:79])=[CH:76][N:77]=[CH:78][C:56]=2[Cl:55])=[CH:62][CH:63]=1)=[O:12])=[O:8])([CH3:5])([CH3:3])[CH3:4], predict the reactants needed to synthesize it. The reactants are: [Li+].[C:2]([O:6][C:7]([N:9]1[CH2:16][C@H:15]([S:17][CH:18]2[CH2:22][CH2:21][CH2:20][CH2:19]2)[CH2:14][C@H:10]1[C:11]([O-])=[O:12])=[O:8])([CH3:5])([CH3:4])[CH3:3].CN1CCOCC1.CN(C(ON1N=NC2C=CC=NC1=2)=[N+](C)C)C.F[P-](F)(F)(F)(F)F.Cl.[Cl:55][C:56]1[CH:78]=[N:77][CH:76]=[C:75]([Cl:79])[C:57]=1[C:58]([NH:60][C:61]1[CH:74]=[CH:73][C:64]([CH2:65][C@@H:66]([C:68]([O:70][CH2:71][CH3:72])=[O:69])[NH2:67])=[CH:63][CH:62]=1)=[O:59]. (6) Given the product [C:17]1([C:3]2[CH:4]=[C:5]([CH:8]3[CH2:9][N:10]([CH3:16])[C:11](=[O:15])[N:12]([CH3:14])[CH2:13]3)[CH:6]=[CH:7][C:2]=2[NH:1][C:31]([C:28]2[NH:29][CH:30]=[C:26]([C:24]#[N:25])[CH:27]=2)=[O:32])[CH2:23][CH2:22][CH2:21][CH2:20][CH2:19][CH:18]=1, predict the reactants needed to synthesize it. The reactants are: [NH2:1][C:2]1[CH:7]=[CH:6][C:5]([CH:8]2[CH2:13][N:12]([CH3:14])[C:11](=[O:15])[N:10]([CH3:16])[CH2:9]2)=[CH:4][C:3]=1[C:17]1[CH2:23][CH2:22][CH2:21][CH2:20][CH2:19][CH:18]=1.[C:24]([C:26]1[CH:27]=[C:28]([C:31](O)=[O:32])[NH:29][CH:30]=1)#[N:25].CCN=C=NCCCN(C)C.C1C=CC2N(O)N=NC=2C=1.CCN(C(C)C)C(C)C. (7) Given the product [CH:1]1([NH:4][C:5](=[O:6])[C:7]2[CH:8]=[CH:9][C:10]([CH3:36])=[C:11]([C:13]3[CH:14]=[C:15]4[C:20](=[CH:21][CH:22]=3)[C:19]([CH:23]3[CH2:28][CH2:27][NH:26][CH2:25][CH2:24]3)=[N:18][N:17]=[CH:16]4)[CH:12]=2)[CH2:2][CH2:3]1, predict the reactants needed to synthesize it. The reactants are: [CH:1]1([NH:4][C:5]([C:7]2[CH:8]=[CH:9][C:10]([CH3:36])=[C:11]([C:13]3[CH:14]=[C:15]4[C:20](=[CH:21][CH:22]=3)[C:19]([CH:23]3[CH2:28][CH2:27][N:26](C(OC(C)(C)C)=O)[CH2:25][CH2:24]3)=[N:18][N:17]=[CH:16]4)[CH:12]=2)=[O:6])[CH2:3][CH2:2]1.Br.